Dataset: NCI-60 drug combinations with 297,098 pairs across 59 cell lines. Task: Regression. Given two drug SMILES strings and cell line genomic features, predict the synergy score measuring deviation from expected non-interaction effect. (1) Drug 1: C1=CC(=CC=C1CCCC(=O)O)N(CCCl)CCCl. Drug 2: C1C(C(OC1N2C=NC3=C2NC=NCC3O)CO)O. Cell line: NCI-H460. Synergy scores: CSS=22.6, Synergy_ZIP=-0.851, Synergy_Bliss=-2.66, Synergy_Loewe=-16.3, Synergy_HSA=-2.62. (2) Drug 1: C1=CC(=CC=C1CCC2=CNC3=C2C(=O)NC(=N3)N)C(=O)NC(CCC(=O)O)C(=O)O. Drug 2: COCCOC1=C(C=C2C(=C1)C(=NC=N2)NC3=CC=CC(=C3)C#C)OCCOC.Cl. Cell line: SNB-19. Synergy scores: CSS=27.2, Synergy_ZIP=-9.55, Synergy_Bliss=-5.04, Synergy_Loewe=-10.7, Synergy_HSA=-3.05. (3) Drug 1: CCCS(=O)(=O)NC1=C(C(=C(C=C1)F)C(=O)C2=CNC3=C2C=C(C=N3)C4=CC=C(C=C4)Cl)F. Drug 2: CC1=C(N=C(N=C1N)C(CC(=O)N)NCC(C(=O)N)N)C(=O)NC(C(C2=CN=CN2)OC3C(C(C(C(O3)CO)O)O)OC4C(C(C(C(O4)CO)O)OC(=O)N)O)C(=O)NC(C)C(C(C)C(=O)NC(C(C)O)C(=O)NCCC5=NC(=CS5)C6=NC(=CS6)C(=O)NCCC[S+](C)C)O. Cell line: 786-0. Synergy scores: CSS=8.24, Synergy_ZIP=-2.32, Synergy_Bliss=-1.51, Synergy_Loewe=-17.6, Synergy_HSA=-0.450. (4) Drug 1: C1=NC2=C(N1)C(=S)N=C(N2)N. Drug 2: CC1=CC=C(C=C1)C2=CC(=NN2C3=CC=C(C=C3)S(=O)(=O)N)C(F)(F)F. Cell line: COLO 205. Synergy scores: CSS=19.0, Synergy_ZIP=-4.48, Synergy_Bliss=-6.07, Synergy_Loewe=-23.0, Synergy_HSA=-7.72. (5) Drug 1: C1CCC(C1)C(CC#N)N2C=C(C=N2)C3=C4C=CNC4=NC=N3. Drug 2: CCCCCOC(=O)NC1=NC(=O)N(C=C1F)C2C(C(C(O2)C)O)O. Cell line: SK-MEL-5. Synergy scores: CSS=-16.2, Synergy_ZIP=12.6, Synergy_Bliss=6.19, Synergy_Loewe=-14.7, Synergy_HSA=-13.2.